This data is from Peptide-MHC class I binding affinity with 185,985 pairs from IEDB/IMGT. The task is: Regression. Given a peptide amino acid sequence and an MHC pseudo amino acid sequence, predict their binding affinity value. This is MHC class I binding data. (1) The peptide sequence is YIDWMVSVP. The MHC is HLA-A02:19 with pseudo-sequence HLA-A02:19. The binding affinity (normalized) is 0.0847. (2) The peptide sequence is YPQLSAIAL. The MHC is HLA-A02:01 with pseudo-sequence HLA-A02:01. The binding affinity (normalized) is 0.301. (3) The binding affinity (normalized) is 0.845. The peptide sequence is SFIISTLNK. The MHC is HLA-A11:01 with pseudo-sequence HLA-A11:01. (4) The peptide sequence is AIAACAMLLV. The MHC is HLA-A02:06 with pseudo-sequence HLA-A02:06. The binding affinity (normalized) is 0.598.